Dataset: Catalyst prediction with 721,799 reactions and 888 catalyst types from USPTO. Task: Predict which catalyst facilitates the given reaction. (1) Reactant: [C:1]1([C:7]2[C:15]3[C:10](=[C:11]([C:16]([F:19])([F:18])[F:17])[CH:12]=[CH:13][CH:14]=3)[NH:9][N:8]=2)[CH:6]=[CH:5][CH:4]=[CH:3][CH:2]=1.[C:20]1(B(O)O)[CH:25]=[CH:24][CH:23]=[CH:22][CH:21]=1.N1C=CC=CC=1. Product: [C:20]1([N:8]2[C:7]([C:1]3[CH:2]=[CH:3][CH:4]=[CH:5][CH:6]=3)=[C:15]3[C:10]([C:11]([C:16]([F:18])([F:19])[F:17])=[CH:12][CH:13]=[CH:14]3)=[N:9]2)[CH:25]=[CH:24][CH:23]=[CH:22][CH:21]=1. The catalyst class is: 2. (2) Reactant: [Cl:1][C:2]1[CH:29]=[CH:28][C:5]([CH2:6][NH:7][C:8]([C:10]2[C:11](=[O:27])[C:12]3[C:13]4[N:14]([CH:26]=2)[CH2:15][C:16](=[O:25])[N:17]([CH3:24])[C:18]=4[CH:19]=[C:20]([CH2:22]Cl)[CH:21]=3)=[O:9])=[CH:4][CH:3]=1.[O:30]1[C:34]2[CH:35]=[CH:36][CH:37]=[CH:38][C:33]=2[CH:32]=[C:31]1[CH:39]([OH:43])[CH2:40][NH:41][CH3:42].CN(C=O)C.C(N(C(C)C)CC)(C)C. Product: [O:30]1[C:34]2[CH:35]=[CH:36][CH:37]=[CH:38][C:33]=2[CH:32]=[C:31]1[CH:39]([OH:43])[CH2:40][N:41]([CH2:22][C:20]1[CH:21]=[C:12]2[C:11](=[O:27])[C:10]([C:8]([NH:7][CH2:6][C:5]3[CH:4]=[CH:3][C:2]([Cl:1])=[CH:29][CH:28]=3)=[O:9])=[CH:26][N:14]3[CH2:15][C:16](=[O:25])[N:17]([CH3:24])[C:18]([CH:19]=1)=[C:13]23)[CH3:42]. The catalyst class is: 13. (3) Reactant: [H-].[Na+].[CH2:3]([O:5][C:6]([C:8]1[CH:9]=[N:10][N:11]([C:14]2[CH:19]=[CH:18][C:17]([CH2:20][OH:21])=[CH:16][CH:15]=2)[C:12]=1[CH3:13])=[O:7])[CH3:4].[CH3:22]I.O. Product: [CH2:3]([O:5][C:6]([C:8]1[CH:9]=[N:10][N:11]([C:14]2[CH:15]=[CH:16][C:17]([CH2:20][O:21][CH3:22])=[CH:18][CH:19]=2)[C:12]=1[CH3:13])=[O:7])[CH3:4]. The catalyst class is: 9. (4) Reactant: [NH2:1][C:2]1[CH:7]=[CH:6][C:5]([NH2:8])=[CH:4][CH:3]=1.[CH2:9]([N:11]=[C:12]=[O:13])[CH3:10].C(=O)([O-])[O-].[K+].[K+]. Product: [CH2:9]([NH:11][C:12]([NH:1][C:2]1[CH:7]=[CH:6][C:5]([NH2:8])=[CH:4][CH:3]=1)=[O:13])[CH3:10]. The catalyst class is: 1. (5) Product: [C:1]12([CH2:11][C:12]([NH:14][C:15]3[CH:24]=[CH:23][CH:22]=[C:21]4[C:16]=3[CH:17]=[CH:18][C:19]([NH:25][CH2:26][CH2:27][N:28]([CH2:30][CH2:29][OH:32])[CH2:40][CH2:39][OH:43])=[N:20]4)=[O:13])[CH2:10][CH:5]3[CH2:4][CH:3]([CH2:9][CH:7]([CH2:6]3)[CH2:8]1)[CH2:2]2. The catalyst class is: 130. Reactant: [C:1]12([CH2:11][C:12]([NH:14][C:15]3[CH:24]=[CH:23][CH:22]=[C:21]4[C:16]=3[CH:17]=[CH:18][C:19]([NH:25][CH2:26][CH2:27][NH2:28])=[N:20]4)=[O:13])[CH2:10][CH:5]3[CH2:6][CH:7]([CH2:9][CH:3]([CH2:4]3)[CH2:2]1)[CH2:8]2.[CH2:29]([OH:32])[CH:30]=O.C([BH3-])#N.[Na+].CN1CC[CH2:40][C:39]1=[O:43]. (6) Reactant: [H-].[Na+].[Cl:3][C:4]1[CH:9]=[C:8]([OH:10])[CH:7]=[CH:6][N:5]=1.F[C:12]1[CH:17]=[C:16]([F:18])[C:15]([N+:19]([O-:21])=[O:20])=[CH:14][C:13]=1[CH3:22]. Product: [Cl:3][C:4]1[CH:9]=[C:8]([O:10][C:12]2[CH:17]=[C:16]([F:18])[C:15]([N+:19]([O-:21])=[O:20])=[CH:14][C:13]=2[CH3:22])[CH:7]=[CH:6][N:5]=1. The catalyst class is: 3. (7) Reactant: [CH:1]([C:3]1[CH:4]=[C:5]2[C:11]3([CH2:15][CH2:14][N:13]([C:16]([O:18][C:19]([CH3:22])([CH3:21])[CH3:20])=[O:17])[CH2:12]3)[CH2:10][N:9]([C:23]([O:25][CH2:26][CH2:27][Si:28]([CH3:31])([CH3:30])[CH3:29])=[O:24])[C:6]2=[CH:7][CH:8]=1)=[O:2].[BH4-].[Na+].O. Product: [OH:2][CH2:1][C:3]1[CH:4]=[C:5]2[C:11]3([CH2:15][CH2:14][N:13]([C:16]([O:18][C:19]([CH3:20])([CH3:21])[CH3:22])=[O:17])[CH2:12]3)[CH2:10][N:9]([C:23]([O:25][CH2:26][CH2:27][Si:28]([CH3:31])([CH3:30])[CH3:29])=[O:24])[C:6]2=[CH:7][CH:8]=1. The catalyst class is: 8. (8) Reactant: [F:1][C:2]1[CH:3]=[C:4]([C:9]2[CH:10]=[C:11]([CH2:20]OS(C)(=O)=O)[C:12](=[O:19])[N:13]([CH2:15][CH:16]([CH3:18])[CH3:17])[N:14]=2)[CH:5]=[CH:6][C:7]=1[CH3:8].[CH3:26][NH:27][CH3:28]. Product: [CH3:26][N:27]([CH2:20][C:11]1[C:12](=[O:19])[N:13]([CH2:15][CH:16]([CH3:18])[CH3:17])[N:14]=[C:9]([C:4]2[CH:5]=[CH:6][C:7]([CH3:8])=[C:2]([F:1])[CH:3]=2)[CH:10]=1)[CH3:28]. The catalyst class is: 6. (9) Reactant: C1C=CC2N(O)N=NC=2C=1.CCN=C=NCCCN(C)C.Cl.[CH3:23][N:24]1[CH2:29]C[O:27][CH2:26][CH2:25]1.[NH2:30][C:31]1[CH:38]=[CH:37][C:34]([CH2:35][OH:36])=[CH:33][CH:32]=1.Cl.CN(C)CC(O)=O.C(=O)(O)[O-].[Na+]. Product: [CH3:29][N:24]([CH3:23])[CH2:25][C:26]([NH:30][C:31]1[CH:38]=[CH:37][C:34]([CH2:35][OH:36])=[CH:33][CH:32]=1)=[O:27]. The catalyst class is: 4. (10) Reactant: [CH3:1][C:2]1[CH:3]=[C:4]2[C:8](=[CH:9][CH:10]=1)[NH:7][CH:6]=[CH:5]2.COC1C=C2C(=CC=1)NCC2.C([BH3-])#N.[Na+]. Product: [CH3:1][C:2]1[CH:3]=[C:4]2[C:8](=[CH:9][CH:10]=1)[NH:7][CH2:6][CH2:5]2. The catalyst class is: 15.